This data is from Full USPTO retrosynthesis dataset with 1.9M reactions from patents (1976-2016). The task is: Predict the reactants needed to synthesize the given product. (1) Given the product [F:5][C:6]1[CH:12]=[C:11]([CH3:13])[CH:10]=[CH:9][C:7]=1[N:8]=[C:1]=[S:2], predict the reactants needed to synthesize it. The reactants are: [C:1](Cl)(Cl)=[S:2].[F:5][C:6]1[CH:12]=[C:11]([CH3:13])[CH:10]=[CH:9][C:7]=1[NH2:8].C(N(CC)CC)C.Cl. (2) Given the product [F:21][C:22]1[CH:27]=[C:26]([C:2]2[CH:3]=[N:4][N:5]3[CH:10]=[CH:9][C:8]([N:11]4[C@H:15]5[CH2:16][CH2:17][CH2:18][CH2:19][C@H:14]5[O:13][C:12]4=[O:20])=[N:7][C:6]=23)[CH:25]=[CH:24][C:23]=1[C:37]1[N:41]([CH2:42][O:43][CH2:44][CH2:45][Si:46]([CH3:49])([CH3:48])[CH3:47])[N:40]=[CH:39][N:38]=1, predict the reactants needed to synthesize it. The reactants are: Br[C:2]1[CH:3]=[N:4][N:5]2[CH:10]=[CH:9][C:8]([N:11]3[C@H:15]4[CH2:16][CH2:17][CH2:18][CH2:19][C@H:14]4[O:13][C:12]3=[O:20])=[N:7][C:6]=12.[F:21][C:22]1[CH:27]=[C:26](B2OC(C)(C)C(C)(C)O2)[CH:25]=[CH:24][C:23]=1[C:37]1[N:41]([CH2:42][O:43][CH2:44][CH2:45][Si:46]([CH3:49])([CH3:48])[CH3:47])[N:40]=[CH:39][N:38]=1. (3) Given the product [CH3:1][O:2][C:3]1[CH:12]=[CH:11][C:10]([NH:13][C:14](=[S:31])[CH3:15])=[CH:9][C:4]=1[C:5]([O:7][CH3:8])=[O:6], predict the reactants needed to synthesize it. The reactants are: [CH3:1][O:2][C:3]1[CH:12]=[CH:11][C:10]([NH:13][C:14](=O)[CH3:15])=[CH:9][C:4]=1[C:5]([O:7][CH3:8])=[O:6].O1CCCC1.COC1C=CC(P2(SP(C3C=CC(OC)=CC=3)(=S)S2)=[S:31])=CC=1. (4) Given the product [Cl:1][C:2]1[C:3]([C:10]2[CH:15]=[C:14]([Cl:16])[CH:13]=[CH:12][C:11]=2[O:17][CH:18]([F:20])[F:19])=[CH:4][C:5](=[O:8])[NH:6][CH:7]=1, predict the reactants needed to synthesize it. The reactants are: [Cl:1][C:2]1[C:3]([C:10]2[CH:15]=[C:14]([Cl:16])[CH:13]=[CH:12][C:11]=2[O:17][CH:18]([F:20])[F:19])=[CH:4][C:5]([O:8]C)=[N:6][CH:7]=1.Br.[NH+]1C=CC=CC=1. (5) Given the product [F:36][CH:8]([C:5]1[CH:4]=[CH:3][C:2]([CH3:1])=[CH:7][CH:6]=1)[C:10]1[N:14]=[C:13]([C@H:15]2[CH2:19][CH2:18][C@H:17]([NH:20][C:21]3[N:26]=[CH:25][N:24]=[C:23]4[NH:27][N:28]=[CH:29][C:22]=34)[CH2:16]2)[O:12][N:11]=1, predict the reactants needed to synthesize it. The reactants are: [CH3:1][C:2]1[CH:7]=[CH:6][C:5]([CH:8]([C:10]2[N:14]=[C:13]([C@H:15]3[CH2:19][CH2:18][C@H:17]([NH:20][C:21]4[N:26]=[CH:25][N:24]=[C:23]5[NH:27][N:28]=[CH:29][C:22]=45)[CH2:16]3)[O:12][N:11]=2)O)=[CH:4][CH:3]=1.CCN(S(F)(F)[F:36])CC. (6) Given the product [N+:1]([C:4]1[C:5]([NH:13][C:15]2[CH:20]=[CH:19][CH:18]=[CH:17][C:16]=2[OH:21])=[N:6][CH:7]=[C:8]([N+:10]([O-:12])=[O:11])[CH:9]=1)([O-:3])=[O:2], predict the reactants needed to synthesize it. The reactants are: [N+:1]([C:4]1[C:5]([NH2:13])=[N:6][CH:7]=[C:8]([N+:10]([O-:12])=[O:11])[CH:9]=1)([O-:3])=[O:2].Cl[C:15]1[CH:20]=[CH:19][CH:18]=[CH:17][C:16]=1[OH:21].C([O-])(=O)C.[Na+].CCO. (7) The reactants are: [S:1]([C:5]1[CH:6]=[C:7](B(O)O)[CH:8]=[CH:9][CH:10]=1)(=[O:4])(=[O:3])[NH2:2].[O:14]1[C:18]2[CH:19]=[CH:20][C:21]([C:23]3([C:26]([NH:28][C:29]4[CH:30]=[N:31][C:32]([CH3:36])=[C:33](Br)[CH:34]=4)=[O:27])[CH2:25][CH2:24]3)=[CH:22][C:17]=2[O:16][CH2:15]1.O1C2C=CC(C3(C(NC4C=NC(C)=C(C5C=CC=CC=5)C=4)=O)CC3)=CC=2OC1. Given the product [O:14]1[C:18]2[CH:19]=[CH:20][C:21]([C:23]3([C:26]([NH:28][C:29]4[CH:30]=[N:31][C:32]([CH3:36])=[C:33]([C:7]5[CH:8]=[CH:9][CH:10]=[C:5]([S:1](=[O:4])(=[O:3])[NH2:2])[CH:6]=5)[CH:34]=4)=[O:27])[CH2:25][CH2:24]3)=[CH:22][C:17]=2[O:16][CH2:15]1, predict the reactants needed to synthesize it. (8) Given the product [N:15]1([CH:21]2[CH2:26][CH2:25][N:24]([CH2:2][C:3]([C:5]3[CH:10]=[CH:9][C:8]([O:11][CH:12]([CH3:14])[CH3:13])=[CH:7][CH:6]=3)=[O:4])[CH2:23][CH2:22]2)[CH2:20][CH2:19][CH2:18][CH2:17][CH2:16]1, predict the reactants needed to synthesize it. The reactants are: Br[CH2:2][C:3]([C:5]1[CH:10]=[CH:9][C:8]([O:11][CH:12]([CH3:14])[CH3:13])=[CH:7][CH:6]=1)=[O:4].[N:15]1([CH:21]2[CH2:26][CH2:25][NH:24][CH2:23][CH2:22]2)[CH2:20][CH2:19][CH2:18][CH2:17][CH2:16]1. (9) Given the product [C:9]1([C:6]2[CH:5]=[CH:4][C:3]([CH2:2][C:17]3[CH:16]=[N:15][CH:20]=[CH:19][CH:18]=3)=[CH:8][N:7]=2)[CH:14]=[CH:13][CH:12]=[CH:11][CH:10]=1, predict the reactants needed to synthesize it. The reactants are: Br[CH2:2][C:3]1[CH:4]=[CH:5][C:6]([C:9]2[CH:14]=[CH:13][CH:12]=[CH:11][CH:10]=2)=[N:7][CH:8]=1.[N:15]1[CH:20]=[CH:19][CH:18]=[C:17](B(O)O)[CH:16]=1. (10) Given the product [CH3:1][S:2]([C:5]1[S:6][C:7]([S:11]([Cl:10])(=[O:13])=[O:12])=[CH:8][CH:9]=1)(=[O:4])=[O:3], predict the reactants needed to synthesize it. The reactants are: [CH3:1][S:2]([C:5]1[S:6][CH:7]=[CH:8][CH:9]=1)(=[O:4])=[O:3].[Cl:10][S:11](O)(=[O:13])=[O:12].